This data is from Forward reaction prediction with 1.9M reactions from USPTO patents (1976-2016). The task is: Predict the product of the given reaction. Given the reactants I[C:2]1[CH:7]=[CH:6][N:5]=[CH:4][C:3]=1[NH:8][CH2:9][CH2:10][S:11]([CH3:14])(=[O:13])=[O:12].[F:15][C:16]1[C:21]([F:22])=[CH:20][C:19](B(O)O)=[C:18]([O:26][CH3:27])[CH:17]=1, predict the reaction product. The product is: [F:15][C:16]1[C:21]([F:22])=[CH:20][C:19]([C:2]2[CH:7]=[CH:6][N:5]=[CH:4][C:3]=2[NH:8][CH2:9][CH2:10][S:11]([CH3:14])(=[O:13])=[O:12])=[C:18]([O:26][CH3:27])[CH:17]=1.